Dataset: Reaction yield outcomes from USPTO patents with 853,638 reactions. Task: Predict the reaction yield, written as a fraction of the theoretical maximum amount of product (1.0 means a 100% yield; for example, 0.34 means a 34% yield). (1) The reactants are [NH2:1][C:2]1[CH:3]=[C:4]([C:17]2[C:18]([C:23]#[N:24])=[CH:19][CH:20]=[CH:21][CH:22]=2)[CH:5]=[CH:6][C:7]=1[N:8]([CH2:13][CH:14]([CH3:16])[CH3:15])[CH2:9][CH:10]([CH3:12])[CH3:11].[N:25]([Sn](CCCC)(CCCC)CCCC)=[N+:26]=[N-:27]. The catalyst is C1(C)C=CC=CC=1. The product is [CH2:9]([N:8]([CH2:13][CH:14]([CH3:16])[CH3:15])[C:7]1[CH:6]=[CH:5][C:4]([C:17]2[CH:22]=[CH:21][CH:20]=[CH:19][C:18]=2[C:23]2[NH:27][N:26]=[N:25][N:24]=2)=[CH:3][C:2]=1[NH2:1])[CH:10]([CH3:11])[CH3:12]. The yield is 0.970. (2) The reactants are [Br:1][C:2]1[CH:7]=[CH:6][C:5]([O:8][CH3:9])=[CH:4][C:3]=1[N+:10]([O-])=O. The catalyst is C(O)C.[Ni]. The product is [Br:1][C:2]1[CH:7]=[CH:6][C:5]([O:8][CH3:9])=[CH:4][C:3]=1[NH2:10]. The yield is 0.860. (3) The reactants are [NH:1]1[CH2:7][CH2:6][CH2:5][CH2:4][C:3]2[CH:8]=[CH:9][CH:10]=[CH:11][C:2]1=2.[N+:12]([O-])([O-:14])=[O:13].[K+].N. The catalyst is OS(O)(=O)=O. The product is [N+:12]([C:10]1[CH:9]=[CH:8][C:3]2[CH2:4][CH2:5][CH2:6][CH2:7][NH:1][C:2]=2[CH:11]=1)([O-:14])=[O:13]. The yield is 0.510. (4) The reactants are [NH2:1][C@@H:2]([CH3:28])[C@@H:3]([C:22]1[CH:27]=[CH:26][CH:25]=[CH:24][CH:23]=1)[O:4][C:5]1[CH:6]=[C:7]2[C:11](=[CH:12][CH:13]=1)[N:10]([C:14]1[CH:15]=[C:16]([CH2:20][OH:21])[CH:17]=[CH:18][CH:19]=1)[N:9]=[CH:8]2.C(N(CC)CC)C.[F:36][C:37]([F:48])([F:47])[C:38](O[C:38](=[O:39])[C:37]([F:48])([F:47])[F:36])=[O:39]. The catalyst is ClCCl.O. The product is [F:36][C:37]([F:48])([F:47])[C:38]([NH:1][C@@H:2]([CH3:28])[C@H:3]([O:4][C:5]1[CH:6]=[C:7]2[C:11](=[CH:12][CH:13]=1)[N:10]([C:14]1[CH:19]=[CH:18][CH:17]=[C:16]([CH2:20][OH:21])[CH:15]=1)[N:9]=[CH:8]2)[C:22]1[CH:27]=[CH:26][CH:25]=[CH:24][CH:23]=1)=[O:39]. The yield is 0.680.